From a dataset of Forward reaction prediction with 1.9M reactions from USPTO patents (1976-2016). Predict the product of the given reaction. Given the reactants [OH:1][C:2]1[C:7]([O:8]C)=[CH:6][C:5]([C:10]#[N:11])=[C:4]([C:12]2[CH:17]=[CH:16][C:15]([C:18]([F:21])([F:20])[F:19])=[CH:14][CH:13]=2)[C:3]=1[C:22]#[N:23].BrC1C(C#N)=C(O)C(OC)=CC=1C#N, predict the reaction product. The product is: [OH:1][C:2]1[C:7]([OH:8])=[CH:6][C:5]([C:10]#[N:11])=[C:4]([C:12]2[CH:13]=[CH:14][C:15]([C:18]([F:19])([F:20])[F:21])=[CH:16][CH:17]=2)[C:3]=1[C:22]#[N:23].